The task is: Predict the product of the given reaction.. This data is from Forward reaction prediction with 1.9M reactions from USPTO patents (1976-2016). The product is: [C:21]([O:13][C:8]1([CH:2]2[CH2:3][CH:4]3[O:7][CH:1]2[CH2:6][CH2:5]3)[CH2:9][CH2:10][CH2:11][CH2:12]1)(=[O:24])[CH:22]=[CH2:23]. Given the reactants [CH:1]12[O:7][CH:4]([CH2:5][CH2:6]1)[CH2:3][CH:2]2[C:8]1([OH:13])[CH2:12][CH2:11][CH2:10][CH2:9]1.C(N(CC)CC)C.[C:21](Cl)(=[O:24])[CH:22]=[CH2:23].O, predict the reaction product.